This data is from Forward reaction prediction with 1.9M reactions from USPTO patents (1976-2016). The task is: Predict the product of the given reaction. (1) Given the reactants [CH2:1]([N:8]([CH2:31][C:32]1[CH:37]=CC=C[CH:33]=1)[C@@H:9]([CH2:24][C:25]1[CH:30]=[CH:29][CH:28]=[CH:27][CH:26]=1)[C:10]([C@H:12]1[CH2:16][CH2:15][CH2:14][N:13]1[C:17](OC(C)(C)C)=[O:18])=[O:11])C1C=CC=CC=1.[BH4-].[Na+], predict the reaction product. The product is: [CH2:31]([N:8]([CH2:1][C:25]1[CH:30]=[CH:29][CH:28]=[CH:27][CH:26]=1)[C@H:9]([C@H:10]1[O:11][C:17](=[O:18])[N:13]2[CH2:14][CH2:15][CH2:16][C@H:12]12)[CH2:24][C:25]1[CH:30]=[CH:29][CH:28]=[CH:27][CH:26]=1)[C:32]1[CH:37]=[CH:24][CH:9]=[CH:10][CH:33]=1. (2) Given the reactants [H-].[Na+].[CH2:3]([C:6]1([CH3:21])[C:11]2[NH:12][C:13]3[CH:14]=[CH:15][C:16]([CH3:19])=[CH:17][C:18]=3[C:10]=2[CH2:9][N:8]([CH3:20])[CH2:7]1)[CH:4]=[CH2:5].Br[CH2:23][C:24]([C:26]1[CH:31]=[CH:30][C:29]([F:32])=[CH:28][CH:27]=1)=[CH2:25], predict the reaction product. The product is: [CH2:3]([C:6]1([CH3:21])[C:11]2[N:12]([CH2:25][C:24]([C:26]3[CH:31]=[CH:30][C:29]([F:32])=[CH:28][CH:27]=3)=[CH2:23])[C:13]3[CH:14]=[CH:15][C:16]([CH3:19])=[CH:17][C:18]=3[C:10]=2[CH2:9][N:8]([CH3:20])[CH2:7]1)[CH:4]=[CH2:5]. (3) Given the reactants C([Li])CCC.[Cl:6][C:7]1[CH:23]=[CH:22][C:10]([C:11]([NH:13][C:14]2[CH:19]=[CH:18][C:17]([Cl:20])=[CH:16][C:15]=2[CH3:21])=O)=[CH:9][CH:8]=1.Cl, predict the reaction product. The product is: [Cl:20][C:17]1[CH:16]=[C:15]2[C:14](=[CH:19][CH:18]=1)[NH:13][C:11]([C:10]1[CH:22]=[CH:23][C:7]([Cl:6])=[CH:8][CH:9]=1)=[CH:21]2. (4) Given the reactants [Cl:1][C:2]1[CH:3]=[CH:4][CH:5]=[C:6]2[C:11]=1[N:10]=[C:9]([C:12]1[CH:17]=[CH:16][CH:15]=[CH:14][C:13]=1[F:18])[C:8]([CH2:19]Cl)=[CH:7]2.[N-:21]=[N+:22]=[N-:23].[Na+], predict the reaction product. The product is: [N:21]([CH2:19][C:8]1[C:9]([C:12]2[CH:17]=[CH:16][CH:15]=[CH:14][C:13]=2[F:18])=[N:10][C:11]2[C:6]([CH:7]=1)=[CH:5][CH:4]=[CH:3][C:2]=2[Cl:1])=[N+:22]=[N-:23]. (5) The product is: [Br:16][C:11]1[CH:10]=[C:9]2[C:14](=[CH:13][CH:12]=1)[O:5][CH2:6][CH2:7][C:8]2=[O:15]. Given the reactants [Cl-].[Cl-].[Cl-].[Al+3].[O:5]1[C:14]2[C:9](=[CH:10][CH:11]=[CH:12][CH:13]=2)[C:8](=[O:15])[CH2:7][CH2:6]1.[Br:16]Br, predict the reaction product. (6) Given the reactants [N:1]1[CH:6]=[CH:5][CH:4]=[CH:3][C:2]=1[C:7]1[NH:12][C:11](=[O:13])[CH:10]=[C:9]([C:14]([F:17])([F:16])[F:15])[N:8]=1.[I:18]N1C(=O)CCC1=O.C(OCC)(=O)C, predict the reaction product. The product is: [I:18][C:10]1[C:11](=[O:13])[NH:12][C:7]([C:2]2[CH:3]=[CH:4][CH:5]=[CH:6][N:1]=2)=[N:8][C:9]=1[C:14]([F:16])([F:17])[F:15]. (7) Given the reactants [Br:1][C:2]1[N:7]=[C:6]2[N:8]([CH2:12][C:13]3[CH:18]=[CH:17][C:16]([C:19]([OH:21])=[O:20])=[CH:15][C:14]=3[Cl:22])[C:9]([CH3:11])=[N:10][C:5]2=[CH:4][CH:3]=1.C(=O)([O-])[O-].[K+].[K+].[CH:29](I)([CH3:31])[CH3:30].O, predict the reaction product. The product is: [Br:1][C:2]1[N:7]=[C:6]2[N:8]([CH2:12][C:13]3[CH:18]=[CH:17][C:16]([C:19]([O:21][CH:29]([CH3:31])[CH3:30])=[O:20])=[CH:15][C:14]=3[Cl:22])[C:9]([CH3:11])=[N:10][C:5]2=[CH:4][CH:3]=1.